This data is from Forward reaction prediction with 1.9M reactions from USPTO patents (1976-2016). The task is: Predict the product of the given reaction. Given the reactants [NH:1]1[CH2:6][CH2:5][CH:4]([CH2:7][C:8]([OH:10])=[O:9])[CH2:3][CH2:2]1.[C:11](O[C:11]([O:13][C:14]([CH3:17])([CH3:16])[CH3:15])=[O:12])([O:13][C:14]([CH3:17])([CH3:16])[CH3:15])=[O:12], predict the reaction product. The product is: [C:11]([N:1]1[CH2:6][CH2:5][CH:4]([CH2:7][C:8]([OH:10])=[O:9])[CH2:3][CH2:2]1)([O:13][C:14]([CH3:17])([CH3:16])[CH3:15])=[O:12].